Dataset: Catalyst prediction with 721,799 reactions and 888 catalyst types from USPTO. Task: Predict which catalyst facilitates the given reaction. Reactant: [CH3:1][O:2][CH2:3][N:4]1[C:12]2[C:7](=[CH:8][CH:9]=[CH:10][C:11]=2[N:13]([CH3:22])[S:14]([C:17]2[S:18][CH:19]=[CH:20][CH:21]=2)(=[O:16])=[O:15])[CH:6]=[C:5]1[C:23]1[S:24][C:25]([C:28](OCC)=[O:29])=[CH:26][N:27]=1.O1CCCC1.[H-].[Al+3].[Li+].[H-].[H-].[H-].[Cl-].[NH4+]. Product: [OH:29][CH2:28][C:25]1[S:24][C:23]([C:5]2[N:4]([CH2:3][O:2][CH3:1])[C:12]3[C:7]([CH:6]=2)=[CH:8][CH:9]=[CH:10][C:11]=3[N:13]([CH3:22])[S:14]([C:17]2[S:18][CH:19]=[CH:20][CH:21]=2)(=[O:16])=[O:15])=[N:27][CH:26]=1. The catalyst class is: 8.